Dataset: Forward reaction prediction with 1.9M reactions from USPTO patents (1976-2016). Task: Predict the product of the given reaction. The product is: [NH2:22][C:19]1[CH:20]=[CH:21][C:9]2[N:8]([CH3:7])[C:14](=[O:15])[CH2:13][CH2:12][C:11]([CH3:17])([CH3:16])[C:10]=2[CH:18]=1. Given the reactants C(O)C.O.NN.[CH3:7][N:8]1[C:14](=[O:15])[CH2:13][CH2:12][C:11]([CH3:17])([CH3:16])[C:10]2[CH:18]=[C:19]([N+:22]([O-])=O)[CH:20]=[CH:21][C:9]1=2, predict the reaction product.